From a dataset of Catalyst prediction with 721,799 reactions and 888 catalyst types from USPTO. Predict which catalyst facilitates the given reaction. Reactant: [N+:1]([C:4]1[CH:9]=[CH:8][CH:7]=[CH:6][C:5]=1[C:10]1[CH:19]=[C:18]([C:20]([CH3:23])([CH3:22])[CH3:21])[C:17]2[C:12](=[CH:13][CH:14]=[CH:15][CH:16]=2)[N:11]=1)([O-])=O.C1(P(C2C=CC=CC=2)C2C=CC=CC=2)C=CC=CC=1. Product: [C:20]([C:18]1[C:17]2[CH:16]=[CH:15][CH:14]=[CH:13][C:12]=2[N:11]2[N:1]=[C:4]3[C:5]([CH:6]=[CH:7][CH:8]=[CH:9]3)=[C:10]2[CH:19]=1)([CH3:23])([CH3:22])[CH3:21]. The catalyst class is: 262.